This data is from Catalyst prediction with 721,799 reactions and 888 catalyst types from USPTO. The task is: Predict which catalyst facilitates the given reaction. The catalyst class is: 11. Reactant: [CH3:1][CH:2]([S:4]([NH:7][CH:8]1[C:13]([C:14]2[CH:23]=[CH:22][C:17]([O:18][CH2:19][C:20]#[N:21])=[CH:16][CH:15]=2)=[CH:12][CH2:11][CH2:10][CH2:9]1)(=[O:6])=[O:5])[CH3:3].COCCO[AlH2-]OCCOC.[Na+].O. Product: [NH2:21][CH2:20][CH2:19][O:18][C:17]1[CH:16]=[CH:15][C:14]([C:13]2[CH:8]([NH:7][S:4]([CH:2]([CH3:3])[CH3:1])(=[O:6])=[O:5])[CH2:9][CH2:10][CH2:11][CH:12]=2)=[CH:23][CH:22]=1.